Dataset: Peptide-MHC class I binding affinity with 185,985 pairs from IEDB/IMGT. Task: Regression. Given a peptide amino acid sequence and an MHC pseudo amino acid sequence, predict their binding affinity value. This is MHC class I binding data. (1) The peptide sequence is SAAFEDLRV. The MHC is HLA-A02:06 with pseudo-sequence HLA-A02:06. The binding affinity (normalized) is 0.0336. (2) The peptide sequence is KEDPGDHIF. The MHC is HLA-A31:01 with pseudo-sequence HLA-A31:01. The binding affinity (normalized) is 0.0847. (3) The peptide sequence is VAIDRPAEV. The MHC is HLA-C03:03 with pseudo-sequence HLA-C03:03. The binding affinity (normalized) is 0.936. (4) The MHC is HLA-A24:02 with pseudo-sequence HLA-A24:02. The peptide sequence is KQLQQYAES. The binding affinity (normalized) is 0.0812.